Task: Predict the reactants needed to synthesize the given product.. Dataset: Full USPTO retrosynthesis dataset with 1.9M reactions from patents (1976-2016) (1) Given the product [CH3:1][O:2][C:3]1[CH:8]=[C:7]([CH:15]=[CH2:16])[C:6]([F:10])=[CH:5][C:4]=1[N+:11]([O-:13])=[O:12], predict the reactants needed to synthesize it. The reactants are: [CH3:1][O:2][C:3]1[CH:8]=[C:7](Br)[C:6]([F:10])=[CH:5][C:4]=1[N+:11]([O-:13])=[O:12].O.[CH2:15](O)[CH2:16]C. (2) Given the product [CH3:12][N:13]([CH3:26])[C:14]1[CH:15]=[CH:16][C:17]2[N:18]([CH:20]=[C:21]([C:23]([NH:1][C:2]3[CH:3]=[C:4]([CH:9]=[CH:10][CH:11]=3)[C:5]([O:7][CH3:8])=[O:6])=[O:24])[N:22]=2)[CH:19]=1, predict the reactants needed to synthesize it. The reactants are: [NH2:1][C:2]1[CH:3]=[C:4]([CH:9]=[CH:10][CH:11]=1)[C:5]([O:7][CH3:8])=[O:6].[CH3:12][N:13]([CH3:26])[C:14]1[CH:15]=[CH:16][C:17]2[N:18]([CH:20]=[C:21]([C:23](O)=[O:24])[N:22]=2)[CH:19]=1.Cl.CN(C)CCCN=C=NCC. (3) Given the product [Cl:28][C:27]1[C:22]([NH:1][C:2]2[CH:7]=[CH:6][C:5]([C@@H:8]3[O:13][CH2:12][CH2:11][N:10]([C:14]([O:16][C:17]([CH3:20])([CH3:19])[CH3:18])=[O:15])[CH2:9]3)=[CH:4][CH:3]=2)=[N:23][CH:24]=[CH:25][CH:26]=1, predict the reactants needed to synthesize it. The reactants are: [NH2:1][C:2]1[CH:7]=[CH:6][C:5]([C@@H:8]2[O:13][CH2:12][CH2:11][N:10]([C:14]([O:16][C:17]([CH3:20])([CH3:19])[CH3:18])=[O:15])[CH2:9]2)=[CH:4][CH:3]=1.Cl[C:22]1[C:27]([Cl:28])=[CH:26][CH:25]=[CH:24][N:23]=1.C(=O)([O-])[O-].[Cs+].[Cs+].CC1(C)C2C(=C(P(C3C=CC=CC=3)C3C=CC=CC=3)C=CC=2)OC2C(P(C3C=CC=CC=3)C3C=CC=CC=3)=CC=CC1=2. (4) Given the product [F:12][C:3]1[CH:4]=[C:5]([C:8]([F:11])([F:10])[F:9])[CH:6]=[CH:7][C:2]=1[C:21]1[CH:22]=[N:23][CH:24]=[C:25]([CH:30]=1)[C:26]([O:28][CH3:29])=[O:27], predict the reactants needed to synthesize it. The reactants are: Br[C:2]1[CH:7]=[CH:6][C:5]([C:8]([F:11])([F:10])[F:9])=[CH:4][C:3]=1[F:12].CC1(C)C(C)(C)OB([C:21]2[CH:22]=[N:23][CH:24]=[C:25]([CH:30]=2)[C:26]([O:28][CH3:29])=[O:27])O1. (5) Given the product [C:9]([NH:1][C:2]1[CH:3]=[C:4]([OH:8])[CH:5]=[CH:6][CH:7]=1)(=[O:13])[CH2:10][CH2:11][CH3:12], predict the reactants needed to synthesize it. The reactants are: [NH2:1][C:2]1[CH:3]=[C:4]([OH:8])[CH:5]=[CH:6][CH:7]=1.[C:9](O)(=[O:13])[CH2:10][CH2:11][CH3:12].C1CCC(N=C=NC2CCCCC2)CC1. (6) Given the product [N:1]1[CH:2]=[C:3]([S:10][C:11]2[CH:20]=[CH:19][C:14]3[N:15]=[C:16]([NH:18][C:30](=[O:31])[CH2:29][N:26]4[CH2:27][CH2:28][N:23]([CH3:22])[CH2:24][CH2:25]4)[S:17][C:13]=3[CH:12]=2)[N:4]2[CH:9]=[CH:8][CH:7]=[N:6][C:5]=12, predict the reactants needed to synthesize it. The reactants are: [N:1]1[CH:2]=[C:3]([S:10][C:11]2[CH:20]=[CH:19][C:14]3[N:15]=[C:16]([NH2:18])[S:17][C:13]=3[CH:12]=2)[N:4]2[CH:9]=[CH:8][CH:7]=[N:6][C:5]=12.Cl.[CH3:22][N:23]1[CH2:28][CH2:27][N:26]([CH2:29][C:30](O)=[O:31])[CH2:25][CH2:24]1.Cl.CN(C)CCCN=C=NCC. (7) The reactants are: [CH3:1][O:2][C:3]([C:5]1[CH:10]=[CH:9][N:8]=[CH:7][C:6]=1[C:11]([OH:13])=O)=[O:4].C(C1NC=CN=1)(C1NC=CN=1)=O.[Cl:26][C:27]1[CH:32]=[CH:31][C:30]([CH2:33][C:34]([O:36][C:37]([CH3:40])([CH3:39])[CH3:38])=[O:35])=[CH:29][CH:28]=1.[H-].[Na+].[Cl-].[NH4+]. Given the product [Cl:26][C:27]1[CH:28]=[CH:29][C:30]([CH:33]([C:34]([O:36][C:37]([CH3:40])([CH3:39])[CH3:38])=[O:35])[C:11]([C:6]2[CH:7]=[N:8][CH:9]=[CH:10][C:5]=2[C:3]([O:2][CH3:1])=[O:4])=[O:13])=[CH:31][CH:32]=1, predict the reactants needed to synthesize it.